From a dataset of Catalyst prediction with 721,799 reactions and 888 catalyst types from USPTO. Predict which catalyst facilitates the given reaction. Reactant: Br[C:2]1[C:10]2[C:9]([NH2:11])=[N:8][CH:7]=[N:6][C:5]=2[N:4]([CH:12]([CH3:14])[CH3:13])[CH:3]=1.[F:15][C:16]1[CH:21]=[CH:20][C:19]([F:22])=[CH:18][C:17]=1[CH2:23][C:24]([N:26]1[C:34]2[C:29](=[CH:30][C:31](B3OC(C)(C)C(C)(C)O3)=[CH:32][CH:33]=2)[CH2:28][CH2:27]1)=[O:25].C([O-])(O)=O.[Na+]. Product: [F:15][C:16]1[CH:21]=[CH:20][C:19]([F:22])=[CH:18][C:17]=1[CH2:23][C:24]([N:26]1[C:34]2[C:29](=[CH:30][C:31]([C:2]3[C:10]4[C:9]([NH2:11])=[N:8][CH:7]=[N:6][C:5]=4[N:4]([CH:12]([CH3:14])[CH3:13])[CH:3]=3)=[CH:32][CH:33]=2)[CH2:28][CH2:27]1)=[O:25]. The catalyst class is: 203.